This data is from Retrosynthesis with 50K atom-mapped reactions and 10 reaction types from USPTO. The task is: Predict the reactants needed to synthesize the given product. (1) Given the product Cc1nc(Cl)c(CO)cc1N, predict the reactants needed to synthesize it. The reactants are: Cc1nc(Cl)c(C(=O)O)cc1N. (2) Given the product CC(C)NC(C)CCC1(C(N)=O)c2ccccc2-c2ccccc21, predict the reactants needed to synthesize it. The reactants are: CC(=O)CCC1(C(N)=O)c2ccccc2-c2ccccc21.CC(C)N. (3) Given the product CC(=O)c1c(N(C)C)c(-c2ccccc2)n(Cc2ccccc2Cl)c1C, predict the reactants needed to synthesize it. The reactants are: CC(=O)c1c(C)[nH]c(-c2ccccc2)c1N(C)C.ClCc1ccccc1Cl. (4) Given the product COc1cc(C(C)(C)C)ccc1S(=O)(=O)Nc1ccsc1C(=O)O, predict the reactants needed to synthesize it. The reactants are: COC(=O)c1sccc1NS(=O)(=O)c1ccc(C(C)(C)C)cc1OC. (5) Given the product O=C(O)c1cnc(Cl)c(-c2ccc(Cl)cc2)c1, predict the reactants needed to synthesize it. The reactants are: COC(=O)c1cnc(Cl)c(-c2ccc(Cl)cc2)c1. (6) Given the product Cc1c(-c2ccccc2)c(N2CC[C@H](N(C)C)C2)c2oc(C(C)(C)O)nc2c1C#N, predict the reactants needed to synthesize it. The reactants are: CN(C)[C@H]1CCNC1.Cc1c(-c2ccccc2)c(F)c2oc(C(C)(C)O)nc2c1C#N. (7) Given the product Nc1ccc(Cl)c(OCOCc2ccccc2)c1, predict the reactants needed to synthesize it. The reactants are: O=[N+]([O-])c1ccc(Cl)c(OCOCc2ccccc2)c1. (8) Given the product COC(=O)CC(C)(C)C1CC1, predict the reactants needed to synthesize it. The reactants are: C=CC(C)(C)CC(=O)OC.O=C(O)C(F)(F)F. (9) Given the product CCCCN(CCCC)CCCOc1ccc(C(=O)N(C)C)cc1, predict the reactants needed to synthesize it. The reactants are: CCCCN(CCCC)CCCOc1ccc(C(=O)Cl)cc1.CNC.